Dataset: Forward reaction prediction with 1.9M reactions from USPTO patents (1976-2016). Task: Predict the product of the given reaction. (1) Given the reactants C([O:3][C:4](=[O:36])[CH:5]([C:13]1[N:14]([CH3:35])[C:15]2[C:20]([C:21]=1[S:22][C:23]([CH3:26])([CH3:25])[CH3:24])=[CH:19][C:18]([O:27][CH2:28][C:29]1[CH:34]=[CH:33][CH:32]=[CH:31][N:30]=1)=[CH:17][CH:16]=2)[CH2:6][C:7]1[CH:12]=[CH:11][CH:10]=[CH:9][CH:8]=1)C.[Li+].[OH-], predict the reaction product. The product is: [C:23]([S:22][C:21]1[C:20]2[C:15](=[CH:16][CH:17]=[C:18]([O:27][CH2:28][C:29]3[CH:34]=[CH:33][CH:32]=[CH:31][N:30]=3)[CH:19]=2)[N:14]([CH3:35])[C:13]=1[CH:5]([CH2:6][C:7]1[CH:8]=[CH:9][CH:10]=[CH:11][CH:12]=1)[C:4]([OH:36])=[O:3])([CH3:26])([CH3:24])[CH3:25]. (2) The product is: [CH2:5]([CH:8]1[CH2:13][CH:12]2[CH2:11][CH:10]([CH:9]=[CH:14]2)[C:15]1=[O:16])[CH2:6][CH3:7]. Given the reactants [Cl-].[Al+3].[Cl-].[Cl-].[CH2:5]([C:8]1([CH:15]=[O:16])[CH2:13][CH:12]2[CH2:14][CH:9]1[CH:10]=[CH:11]2)[CH2:6][CH3:7], predict the reaction product.